Dataset: Reaction yield outcomes from USPTO patents with 853,638 reactions. Task: Predict the reaction yield, written as a fraction of the theoretical maximum amount of product (1.0 means a 100% yield; for example, 0.34 means a 34% yield). (1) The reactants are [CH3:1][C:2]1[C:16](=[O:17])[N:15]=[C:14]2[N:4]([C@@H:5]3[O:9][C@H:8]([CH2:10][OH:11])[C@@H:7]([OH:12])[C@@H:6]3[O:13]2)[CH:3]=1.[CH3:18][O:19][CH2:20][CH2:21][O:22]B([O:22][CH2:21][CH2:20][O:19][CH3:18])[O:22][CH2:21][CH2:20][O:19][CH3:18]. The catalyst is COCCO. The product is [CH3:18][O:19][CH2:20][CH2:21][O:22][C@@H:6]1[C@H:7]([OH:12])[C@@H:8]([CH2:10][OH:11])[O:9][C@H:5]1[N:4]1[CH:3]=[C:2]([CH3:1])[C:16](=[O:17])[NH:15][C:14]1=[O:13]. The yield is 0.630. (2) The reactants are N1CCSCC1.C(=O)([O-])[O-].[K+].[K+].BrCC[C:16]12[CH:26]=[CH:25][CH:24]=[CH:23][CH:17]1[C:18]([NH:20][C:21]2=[O:22])=[O:19]. The catalyst is CC(C)=O. The product is [C:18]1(=[O:19])[C:17]2[C:16](=[CH:26][CH:25]=[CH:24][CH:23]=2)[C:21](=[O:22])[NH:20]1. The yield is 0.200. (3) The reactants are [CH:1]1([C:4]2[N:8]([CH2:9][C:10]3[CH:15]=[CH:14][C:13]([O:16][CH3:17])=[CH:12][CH:11]=3)[N:7]=[C:6]([C:18]3[N:23]=[C:22]([NH2:24])[C:21]([O:25][CH3:26])=[CH:20][N:19]=3)[C:5]=2[CH3:27])[CH2:3][CH2:2]1.Cl.Br[C:30]1[CH:35]=[CH:34][N:33]=[CH:32][CH:31]=1.C(=O)([O-])[O-].[Cs+].[Cs+].C1(P(C2C=CC=CC=2)C2C3OC4C(=CC=CC=4P(C4C=CC=CC=4)C4C=CC=CC=4)C(C)(C)C=3C=CC=2)C=CC=CC=1. The catalyst is CN(C=O)C.C([O-])(=O)C.[Pd+2].C([O-])(=O)C.O. The product is [CH:1]1([C:4]2[N:8]([CH2:9][C:10]3[CH:15]=[CH:14][C:13]([O:16][CH3:17])=[CH:12][CH:11]=3)[N:7]=[C:6]([C:18]3[N:23]=[C:22]([NH:24][C:30]4[CH:35]=[CH:34][N:33]=[CH:32][CH:31]=4)[C:21]([O:25][CH3:26])=[CH:20][N:19]=3)[C:5]=2[CH3:27])[CH2:3][CH2:2]1. The yield is 0.930. (4) The reactants are C(Cl)Cl.[C:4]([O:7][C:8]1[CH:27]=[CH:26][C:11]([C:12]2[CH2:13][O:14][C:15]3[C:20]([CH:21]=2)=[CH:19][CH:18]=[C:17]([O:22][C:23](=[O:25])[CH3:24])[CH:16]=3)=[CH:10][CH:9]=1)(=[O:6])[CH3:5].C1C=CC([C+](C2C=CC=CC=2)C2C=CC=CC=2)=CC=1.F[P-](F)(F)(F)(F)F.[CH3:54][OH:55]. No catalyst specified. The product is [C:4]([O:7][C:8]1[CH:27]=[CH:26][C:11]([C:12]2[CH:13]([O:55][CH3:54])[O:14][C:15]3[C:20]([CH:21]=2)=[CH:19][CH:18]=[C:17]([O:22][C:23](=[O:25])[CH3:24])[CH:16]=3)=[CH:10][CH:9]=1)(=[O:6])[CH3:5]. The yield is 0.630. (5) The reactants are Cl.[F:2][C:3]1[CH:4]=[C:5]([CH:28]=[CH:29][CH:30]=1)[CH2:6][N:7]1[C:15]2[C:10](=[CH:11][C:12]([NH:16][C:17]3[C:26]4[C:21](=[CH:22][CH:23]=[C:24](I)[CH:25]=4)[N:20]=[CH:19][N:18]=3)=[CH:13][CH:14]=2)[CH:9]=[N:8]1.[C:31]([O:35][C:36](=[O:41])[NH:37][CH2:38][C:39]#[CH:40])([CH3:34])([CH3:33])[CH3:32].N(C(C)C)C(C)C. The catalyst is C1COCC1.C1C=CC([P]([Pd]([P](C2C=CC=CC=2)(C2C=CC=CC=2)C2C=CC=CC=2)([P](C2C=CC=CC=2)(C2C=CC=CC=2)C2C=CC=CC=2)[P](C2C=CC=CC=2)(C2C=CC=CC=2)C2C=CC=CC=2)(C2C=CC=CC=2)C2C=CC=CC=2)=CC=1.[Cu]I. The product is [C:31]([O:35][C:36](=[O:41])[NH:37][CH2:38][C:39]#[C:40][C:24]1[CH:25]=[C:26]2[C:21](=[CH:22][CH:23]=1)[N:20]=[CH:19][N:18]=[C:17]2[NH:16][C:12]1[CH:11]=[C:10]2[C:15](=[CH:14][CH:13]=1)[N:7]([CH2:6][C:5]1[CH:28]=[CH:29][CH:30]=[C:3]([F:2])[CH:4]=1)[N:8]=[CH:9]2)([CH3:34])([CH3:33])[CH3:32]. The yield is 0.890.